Predict the product of the given reaction. From a dataset of Forward reaction prediction with 1.9M reactions from USPTO patents (1976-2016). (1) Given the reactants [CH3:1][C:2]([CH3:24])([CH3:23])[CH2:3][CH2:4]/[N:5]=[CH:6]/[C:7]1[CH:12]=[CH:11][CH:10]=[C:9]([F:13])[C:8]=1[NH:14][CH2:15][CH2:16][N:17]1[CH2:22][CH2:21][O:20][CH2:19][CH2:18]1.[SH:25][C@@H:26]([CH2:30][C:31]([OH:33])=[O:32])[C:27](O)=[O:28], predict the reaction product. The product is: [O:20]1[CH2:21][CH2:22][N:17]([CH2:16][CH2:15][NH:14][C:8]2[C:9]([F:13])=[CH:10][CH:11]=[CH:12][C:7]=2[CH:6]2[N:5]([CH2:4][CH2:3][C:2]([CH3:24])([CH3:23])[CH3:1])[C:27](=[O:28])[CH:26]([CH2:30][C:31]([OH:33])=[O:32])[S:25]2)[CH2:18][CH2:19]1. (2) Given the reactants C(OC([N:8]1[CH2:13][CH2:12][N:11]([CH2:14][C:15]2[CH:20]=[CH:19][C:18]([C:21](=[O:42])[NH:22][C:23]3[CH:28]=[CH:27][C:26]([Cl:29])=[CH:25][C:24]=3[N:30]3[CH2:35][CH2:34][N:33]([CH2:36][CH2:37][C:38]([F:41])([F:40])[F:39])[CH2:32][CH2:31]3)=[C:17]([F:43])[C:16]=2[F:44])[CH:10]([CH2:45][C:46]([OH:48])=[O:47])[CH2:9]1)=O)(C)(C)C, predict the reaction product. The product is: [Cl:29][C:26]1[CH:27]=[CH:28][C:23]([NH:22][C:21]([C:18]2[CH:19]=[CH:20][C:15]([CH2:14][N:11]3[CH2:12][CH2:13][NH:8][CH2:9][CH:10]3[CH2:45][C:46]([OH:48])=[O:47])=[C:16]([F:44])[C:17]=2[F:43])=[O:42])=[C:24]([N:30]2[CH2:35][CH2:34][N:33]([CH2:36][CH2:37][C:38]([F:39])([F:41])[F:40])[CH2:32][CH2:31]2)[CH:25]=1. (3) Given the reactants [N:1]1([CH:6]2[CH2:11][CH2:10][NH:9][CH2:8][CH2:7]2)[CH2:5][CH2:4][CH2:3][CH2:2]1.F[C:13]1[CH:18]=[CH:17][C:16]([N+:19]([O-:21])=[O:20])=[CH:15][CH:14]=1, predict the reaction product. The product is: [N+:19]([C:16]1[CH:17]=[CH:18][C:13]([N:9]2[CH2:10][CH2:11][CH:6]([N:1]3[CH2:5][CH2:4][CH2:3][CH2:2]3)[CH2:7][CH2:8]2)=[CH:14][CH:15]=1)([O-:21])=[O:20]. (4) Given the reactants NC1C=C(C)C2C(=CC3C(C=2)=CC=CC=3)C=1C#N.[C:19]([C:21]1[CH:26]=[CH:25][C:24]([CH3:27])=[CH:23][C:22]=1[NH:28][C:29](=O)[C:30]1[CH:35]=[CH:34][CH:33]=[CH:32][C:31]=1[O:36][CH3:37])#[N:20].C[O:40]C1C(C(Cl)=O)=CC=CC=1, predict the reaction product. The product is: [CH3:37][O:36][C:31]1[CH:32]=[CH:33][CH:34]=[CH:35][C:30]=1[C:29]1[NH:20][C:19](=[O:40])[C:21]2[C:22](=[CH:23][C:24]([CH3:27])=[CH:25][CH:26]=2)[N:28]=1. (5) The product is: [OH:16][C@@H:11]1[CH2:12][CH2:13][CH2:14][CH2:15][C@H:10]1[NH:9][C:6]1[CH2:5][CH2:4][CH2:3][C:2](=[O:7])[CH:1]=1. Given the reactants [C:1]1(=O)[CH2:6][CH2:5][CH2:4][CH2:3][C:2]1=[O:7].[NH2:9][C@@H:10]1[CH2:15][CH2:14][CH2:13][CH2:12][C@H:11]1[OH:16], predict the reaction product. (6) The product is: [N:1]([C@@H:2]([CH2:16][CH:17]1[CH2:22][CH2:21][NH:20][CH2:19][CH2:18]1)[C:3]([NH:5][C:6]1[CH:7]=[N:8][C:9]2[C:14]([CH:15]=1)=[CH:13][CH:12]=[CH:11][CH:10]=2)=[O:4])=[N+:37]=[N-:38]. Given the reactants [NH2:1][C@@H:2]([CH2:16][CH:17]1[CH2:22][CH2:21][NH:20][CH2:19][CH2:18]1)[C:3]([NH:5][C:6]1[CH:7]=[N:8][C:9]2[C:14]([CH:15]=1)=[CH:13][CH:12]=[CH:11][CH:10]=2)=[O:4].CCN(CC)CC.S([N:37]=[N+:38]=[N-])(C(F)(F)F)(=O)=O, predict the reaction product.